Dataset: Forward reaction prediction with 1.9M reactions from USPTO patents (1976-2016). Task: Predict the product of the given reaction. (1) Given the reactants [CH3:1][C:2]([OH:5])([CH3:4])[CH3:3].[CH3:6][O:7][C:8]1[CH:9]=[CH:10][C:11]2[N:17]3[CH:18]=[N:19][C:20]([C:21](OCC)=[O:22])=[C:16]3[C@@H:15]3[CH2:26][CH2:27][CH2:28][N:14]3[C:13](=[O:29])[C:12]=2[CH:30]=1, predict the reaction product. The product is: [CH3:6][O:7][C:8]1[CH:9]=[CH:10][C:11]2[N:17]3[CH:18]=[N:19][C:20]([C:21]([O:5][C:2]([CH3:4])([CH3:3])[CH3:1])=[O:22])=[C:16]3[C@@H:15]3[CH2:26][CH2:27][CH2:28][N:14]3[C:13](=[O:29])[C:12]=2[CH:30]=1. (2) Given the reactants [C@H:1]1([C:11](OC)=[O:12])[CH2:6][CH2:5][C@H:4]([C:7](OC)=[O:8])[CH2:3][CH2:2]1.[H-].[H-].[H-].[H-].[Li+].[Al+3], predict the reaction product. The product is: [C@H:1]1([CH2:11][OH:12])[CH2:6][CH2:5][C@H:4]([CH2:7][OH:8])[CH2:3][CH2:2]1. (3) Given the reactants Cl.C(O[C:5](=[NH:12])[C:6]1[CH:11]=[CH:10][CH:9]=[CH:8][CH:7]=1)C.C(N(CC)CC)C.[CH2:20]([NH2:27])[C:21]1[CH:26]=[CH:25][CH:24]=[CH:23][CH:22]=1.O, predict the reaction product. The product is: [C:21]1([CH2:20][NH:27][C:5]([C:6]2[CH:7]=[CH:8][CH:9]=[CH:10][CH:11]=2)=[NH:12])[CH:26]=[CH:25][CH:24]=[CH:23][CH:22]=1. (4) The product is: [O:30]=[S:6]1(=[O:29])[CH:7]([C:11]2[CH:28]=[CH:27][C:14]([CH2:15][C:16]3([C:22]([O:24][CH2:25][CH3:26])=[O:23])[CH2:20][CH2:19][C:18](=[O:21])[NH:17]3)=[CH:13][CH:12]=2)[CH2:8][C:9](=[O:10])[NH:5]1. Given the reactants C([N:5]1[C:9](=[O:10])[CH2:8][CH:7]([C:11]2[CH:28]=[CH:27][C:14]([CH2:15][C:16]3([C:22]([O:24][CH2:25][CH3:26])=[O:23])[CH2:20][CH2:19][C:18](=[O:21])[NH:17]3)=[CH:13][CH:12]=2)[S:6]1(=[O:30])=[O:29])(C)(C)C.FC(F)(F)C(O)=O, predict the reaction product. (5) Given the reactants [CH3:1][C:2]([C:5]1[O:9][N:8]=[C:7]([NH2:10])[CH:6]=1)([CH3:4])[CH3:3].[CH3:11][C:12]([O:15][C:16](O[C:16]([O:15][C:12]([CH3:14])([CH3:13])[CH3:11])=[O:17])=[O:17])([CH3:14])[CH3:13], predict the reaction product. The product is: [CH3:1][C:2]([C:5]1[O:9][N:8]=[C:7]([NH:10][C:16](=[O:17])[O:15][C:12]([CH3:14])([CH3:13])[CH3:11])[CH:6]=1)([CH3:4])[CH3:3]. (6) Given the reactants [CH3:1][O:2][CH:3](OC)[CH2:4]OC.Cl.[CH3:10][C:11]1[C:16]([NH2:17])=[CH:15][CH:14]=[CH:13][C:12]=1[C:18]1[CH:23]=[CH:22][C:21]([C:24]([F:27])([F:26])[F:25])=[CH:20][CH:19]=1.C(O[BH-](OC(=O)C)OC(=O)C)(=O)C.[Na+].C(O)(=O)C.C(=O)(O)[O-].[Na+], predict the reaction product. The product is: [CH3:1][O:2][CH2:3][CH2:4][NH:17][C:16]1[C:11]([CH3:10])=[C:12]([C:18]2[CH:23]=[CH:22][C:21]([C:24]([F:25])([F:26])[F:27])=[CH:20][CH:19]=2)[CH:13]=[CH:14][CH:15]=1. (7) Given the reactants [O:1]1[CH2:5]CCC1.[CH3:6][C:7]1[N:12]=[C:11]([C:13]([NH2:15])=O)[CH:10]=[C:9]([C:16]([F:19])([F:18])[F:17])[CH:8]=1.C(N1C=CN=C1)([N:22]1C=CN=C1)=O.N12CCCN=C1CCCCC2.[OH2:43], predict the reaction product. The product is: [CH3:6][C:7]1[N:12]=[C:11]([C:13]2[NH:22][O:43][C:5](=[O:1])[N:15]=2)[CH:10]=[C:9]([C:16]([F:19])([F:18])[F:17])[CH:8]=1. (8) Given the reactants [CH2:1]([NH:8][CH2:9][CH:10]([OH:13])[CH2:11][CH3:12])[C:2]1[CH:7]=[CH:6][CH:5]=[CH:4][CH:3]=1.[CH2:14]1[O:17][CH:15]1[CH3:16], predict the reaction product. The product is: [CH2:1]([N:8]([CH2:14][CH:15]([OH:17])[CH3:16])[CH2:9][CH:10]([OH:13])[CH2:11][CH3:12])[C:2]1[CH:7]=[CH:6][CH:5]=[CH:4][CH:3]=1.